This data is from Merck oncology drug combination screen with 23,052 pairs across 39 cell lines. The task is: Regression. Given two drug SMILES strings and cell line genomic features, predict the synergy score measuring deviation from expected non-interaction effect. (1) Drug 1: CC(C)CC(NC(=O)C(Cc1ccccc1)NC(=O)c1cnccn1)B(O)O. Drug 2: CC1(c2nc3c(C(N)=O)cccc3[nH]2)CCCN1. Cell line: ES2. Synergy scores: synergy=-2.23. (2) Drug 1: CS(=O)(=O)CCNCc1ccc(-c2ccc3ncnc(Nc4ccc(OCc5cccc(F)c5)c(Cl)c4)c3c2)o1. Drug 2: NC(=O)c1cccc2cn(-c3ccc(C4CCCNC4)cc3)nc12. Cell line: SW620. Synergy scores: synergy=12.6. (3) Drug 2: C#Cc1cccc(Nc2ncnc3cc(OCCOC)c(OCCOC)cc23)c1. Synergy scores: synergy=19.8. Drug 1: CCN(CC)CCNC(=O)c1c(C)[nH]c(C=C2C(=O)Nc3ccc(F)cc32)c1C. Cell line: NCIH1650. (4) Drug 1: CN(C)C(=N)N=C(N)N. Drug 2: N#Cc1ccc(Cn2cncc2CN2CCN(c3cccc(Cl)c3)C(=O)C2)cc1. Cell line: SKOV3. Synergy scores: synergy=3.94. (5) Drug 1: CN1C(=O)C=CC2(C)C3CCC4(C)C(NC(=O)OCC(F)(F)F)CCC4C3CCC12. Drug 2: Cn1c(=O)n(-c2ccc(C(C)(C)C#N)cc2)c2c3cc(-c4cnc5ccccc5c4)ccc3ncc21. Cell line: OVCAR3. Synergy scores: synergy=7.57. (6) Drug 1: N#Cc1ccc(Cn2cncc2CN2CCN(c3cccc(Cl)c3)C(=O)C2)cc1. Drug 2: CC(C)CC(NC(=O)C(Cc1ccccc1)NC(=O)c1cnccn1)B(O)O. Cell line: LNCAP. Synergy scores: synergy=-9.21.